Dataset: Full USPTO retrosynthesis dataset with 1.9M reactions from patents (1976-2016). Task: Predict the reactants needed to synthesize the given product. (1) Given the product [F:1][C:2]([F:7])([F:6])[C:3]([OH:5])=[O:4].[CH3:43][O:42]/[N:44]=[C:27]1\[CH2:26][CH:25]([C:31]2[CH:32]=[CH:33][C:34]([F:37])=[CH:35][CH:36]=2)[C:24]2[N:23]([N:22]=[C:21]([NH:20][C:17]3[CH:18]=[CH:19][C:14]([N:12]4[CH:13]=[C:9]([Cl:8])[N:10]=[CH:11]4)=[C:15]([O:39][CH3:40])[CH:16]=3)[N:38]=2)[CH2:29][CH2:28]\1, predict the reactants needed to synthesize it. The reactants are: [F:1][C:2]([F:7])([F:6])[C:3]([OH:5])=[O:4].[Cl:8][C:9]1[N:10]=[CH:11][N:12]([C:14]2[CH:19]=[CH:18][C:17]([NH:20][C:21]3[N:38]=[C:24]4[CH:25]([C:31]5[CH:36]=[CH:35][C:34]([F:37])=[CH:33][CH:32]=5)[CH2:26][C:27](=O)[CH2:28][CH2:29][N:23]4[N:22]=3)=[CH:16][C:15]=2[O:39][CH3:40])[CH:13]=1.Cl.[O:42]([NH2:44])[CH3:43].CCN(C(C)C)C(C)C. (2) Given the product [Cl:28][C:22]1[CH:21]=[C:20]([C:10]2[O:11][C:12]3[C:7]([C:8](=[O:29])[CH:9]=2)=[C:6]([OH:5])[CH:15]=[C:14]([O:16][CH2:17][O:18][CH3:19])[C:13]=3[CH2:15][CH:6]=[C:7]([CH3:12])[CH3:8])[CH:25]=[CH:24][C:23]=1[O:26][CH3:27], predict the reactants needed to synthesize it. The reactants are: CC(C)=CC[O:5][C:6]1[CH:15]=[C:14]([O:16][CH2:17][O:18][CH3:19])[CH:13]=[C:12]2[C:7]=1[C:8](=[O:29])[CH:9]=[C:10]([C:20]1[CH:25]=[CH:24][C:23]([O:26][CH3:27])=[C:22]([Cl:28])[CH:21]=1)[O:11]2.Cl. (3) Given the product [CH2:40]([C:30]1[CH:29]=[C:28]([NH:27][C:26]([NH:18][CH2:17][C@H:12]2[C@H:13]([CH3:16])[CH2:14][CH2:15][N:10]([CH2:9][CH2:8][C:5]3[CH:6]=[CH:7][C:2]([F:1])=[CH:3][CH:4]=3)[CH2:11]2)=[O:25])[CH:33]=[C:32]([C:34]2[N:38]([CH3:39])[N:37]=[N:36][N:35]=2)[CH:31]=1)[CH3:41], predict the reactants needed to synthesize it. The reactants are: [F:1][C:2]1[CH:7]=[CH:6][C:5]([CH2:8][CH2:9][N:10]2[CH2:15][CH2:14][C@@H:13]([CH3:16])[C@H:12]([CH2:17][NH2:18])[CH2:11]2)=[CH:4][CH:3]=1.C1([O:25][C:26](=O)[NH:27][C:28]2[CH:33]=[C:32]([C:34]3[N:38]([CH3:39])[N:37]=[N:36][N:35]=3)[CH:31]=[C:30]([CH2:40][CH3:41])[CH:29]=2)C=CC=CC=1.C(N(CC)CC)C. (4) Given the product [Br:8][C:6]1[CH:5]=[N:4][CH:3]=[C:2]([N:9]2[CH2:13][CH2:12][CH2:11][CH:10]2[C:14]2[S:15][CH:16]=[CH:17][N:18]=2)[CH:7]=1, predict the reactants needed to synthesize it. The reactants are: Br[C:2]1[CH:3]=[N:4][CH:5]=[C:6]([Br:8])[CH:7]=1.[NH:9]1[CH2:13][CH2:12][CH2:11][CH:10]1[C:14]1[S:15][CH:16]=[CH:17][N:18]=1.CC(C)([O-])C.[Na+].C1C=CC(P(C2C=CC3C(=CC=CC=3)C=2C2C3C(=CC=CC=3)C=CC=2P(C2C=CC=CC=2)C2C=CC=CC=2)C2C=CC=CC=2)=CC=1. (5) Given the product [Br:10][CH2:9][C:5]1[CH:4]=[C:3]([CH:8]=[CH:7][CH:6]=1)[CH2:2][P:12]([CH3:11])(=[O:16])[O:13][CH2:14][CH3:15], predict the reactants needed to synthesize it. The reactants are: Br[CH2:2][C:3]1[CH:8]=[CH:7][CH:6]=[C:5]([CH2:9][Br:10])[CH:4]=1.[CH3:11][P:12]([O:16]CC)[O:13][CH2:14][CH3:15].O. (6) Given the product [C:1]([O:5][C:6]([N:8]1[CH2:13][CH2:12][C@H:11]([NH:14][C:15]([C:17]2[NH:18][C:19]([CH3:24])=[C:20]([Cl:23])[C:21]=2[Cl:22])=[O:16])[C@H:10]([CH2:25][NH:38][CH3:37])[CH2:9]1)=[O:7])([CH3:4])([CH3:3])[CH3:2], predict the reactants needed to synthesize it. The reactants are: [C:1]([O:5][C:6]([N:8]1[CH2:13][CH2:12][C@H:11]([NH:14][C:15]([C:17]2[NH:18][C:19]([CH3:24])=[C:20]([Cl:23])[C:21]=2[Cl:22])=[O:16])[C@H:10]([CH2:25]OS(C2C=CC(C)=CC=2)(=O)=O)[CH2:9]1)=[O:7])([CH3:4])([CH3:3])[CH3:2].[CH3:37][NH2:38]. (7) Given the product [CH3:26][C:21]1[C:20]([C:7]2[C:8]3[O:13][CH2:12][CH:11]([C:14]4[CH:19]=[CH:18][CH:17]=[CH:16][CH:15]=4)[N:10]4[CH:2]=[N:3][C:4]([C:9]=34)=[CH:5][CH:6]=2)=[C:24]([CH3:25])[O:23][N:22]=1, predict the reactants needed to synthesize it. The reactants are: Cl[C:2]1[N:10]2[CH:11]([C:14]3[CH:19]=[CH:18][CH:17]=[CH:16][CH:15]=3)[CH2:12][O:13][C:8]3=[C:9]2[C:4](=[CH:5][CH:6]=[C:7]3[C:20]2[C:21]([CH3:26])=[N:22][O:23][C:24]=2[CH3:25])[N:3]=1.Br[Zn]CCC. (8) Given the product [Br:1][C:2]1[CH:3]=[CH:4][CH:5]=[C:6]2[C:11]=1[N:10]=[C:9]([Cl:12])[C:8](/[CH:13]=[N:21]/[S@@:19]([C:16]([CH3:18])([CH3:17])[CH3:15])=[O:20])=[CH:7]2, predict the reactants needed to synthesize it. The reactants are: [Br:1][C:2]1[CH:3]=[CH:4][CH:5]=[C:6]2[C:11]=1[N:10]=[C:9]([Cl:12])[C:8]([CH:13]=O)=[CH:7]2.[CH3:15][C:16]([S@:19]([NH2:21])=[O:20])([CH3:18])[CH3:17].